This data is from Forward reaction prediction with 1.9M reactions from USPTO patents (1976-2016). The task is: Predict the product of the given reaction. (1) Given the reactants F[C:2](F)(F)C(O)=O.[N:8]12[CH2:15][CH2:14][CH:11]([CH2:12][CH2:13]1)[C@@H:10]([O:16][C:17]1[N:22]=[N:21][C:20]([C:23]3[CH:28]=[CH:27][C:26]([NH2:29])=[C:25]([N+:30]([O-])=O)[CH:24]=3)=[CH:19][CH:18]=1)[CH2:9]2.CC#N.O, predict the reaction product. The product is: [NH:29]1[C:26]2[CH:27]=[CH:28][C:23]([C:20]3[N:21]=[N:22][C:17]([O:16][C@@H:10]4[CH:11]5[CH2:14][CH2:15][N:8]([CH2:13][CH2:12]5)[CH2:9]4)=[CH:18][CH:19]=3)=[CH:24][C:25]=2[N:30]=[CH:2]1. (2) Given the reactants [CH2:1]([NH2:5])[CH2:2][CH2:3][CH3:4].[C:6](=[O:8])=[O:7], predict the reaction product. The product is: [CH2:1]([NH:5][C:6](=[O:7])[O-:8])[CH2:2][CH2:3][CH3:4].[CH2:1]([NH3+:5])[CH2:2][CH2:3][CH3:4]. (3) Given the reactants Cl[C:2]1[N:11]=[C:10]([C:12]([NH:14][CH2:15][C:16]2[CH:21]=[C:20]([Cl:22])[CH:19]=[C:18]([Cl:23])[CH:17]=2)=[O:13])[C:9]([OH:24])=[C:8]2[C:3]=1[CH:4]=[CH:5][CH:6]=[N:7]2.[NH:25]1[CH:29]=[CH:28][N:27]=[CH:26]1, predict the reaction product. The product is: [Cl:23][C:18]1[CH:17]=[C:16]([CH:21]=[C:20]([Cl:22])[CH:19]=1)[CH2:15][NH:14][C:12]([C:10]1[C:9]([OH:24])=[C:8]2[C:3]([CH:4]=[CH:5][CH:6]=[N:7]2)=[C:2]([N:25]2[CH:29]=[CH:28][N:27]=[CH:26]2)[N:11]=1)=[O:13].